From a dataset of Full USPTO retrosynthesis dataset with 1.9M reactions from patents (1976-2016). Predict the reactants needed to synthesize the given product. (1) Given the product [OH:4][C:5]1[C:13]2[CH:12]=[C:11]([C:14]([N:17]3[CH2:22][CH2:21][O:20][CH2:19][CH2:18]3)=[O:16])[S:10][C:9]=2[CH:8]=[CH:7][CH:6]=1, predict the reactants needed to synthesize it. The reactants are: COC[O:4][C:5]1[C:13]2[CH:12]=[C:11]([C:14]([OH:16])=O)[S:10][C:9]=2[CH:8]=[CH:7][CH:6]=1.[NH:17]1[CH2:22][CH2:21][O:20][CH2:19][CH2:18]1.P(C#N)(OCC)(OCC)=O. (2) The reactants are: [OH-].[Na+].Cl[CH2:4][C@H:5]([OH:18])[CH2:6][C:7]1[CH:12]=[CH:11][C:10]([F:13])=[C:9]([C:14]([F:17])([F:16])[F:15])[CH:8]=1.S(O)(O)(=O)=O.[NH2:24][CH2:25][CH3:26].C1(C)C=CC=CC=1. Given the product [F:13][C:10]1[CH:11]=[CH:12][C:7]([CH2:6][C@H:5]2[O:18][CH2:26][CH2:25][NH:24][CH2:4]2)=[CH:8][C:9]=1[C:14]([F:17])([F:16])[F:15], predict the reactants needed to synthesize it. (3) Given the product [C:1]([C:5]1[NH:6][C:7]([C:16]2[CH:21]=[CH:20][NH:19][C:18](=[O:24])[CH:17]=2)=[C:8]([C:10]2[CH:15]=[CH:14][CH:13]=[CH:12][N:11]=2)[N:9]=1)([CH3:4])([CH3:3])[CH3:2], predict the reactants needed to synthesize it. The reactants are: [C:1]([C:5]1[NH:6][C:7]([C:16]2[CH:21]=[CH:20][N:19]=[C:18](F)[CH:17]=2)=[C:8]([C:10]2[CH:15]=[CH:14][CH:13]=[CH:12][N:11]=2)[N:9]=1)([CH3:4])([CH3:3])[CH3:2].Cl.[O:24]1CCCC1.[OH-].[Na+]. (4) Given the product [I-:1].[CH3:4][N:5]([CH3:24])[C:6]1[CH:7]=[C:8]2[C:17](=[CH:18][CH:19]=1)[N:16]=[C:15]1[C:10]([CH:11]=[C:12]([N:77]3[CH2:76][CH2:75][N:74]([C:67]([O:69][C:70]([CH3:73])([CH3:72])[CH3:71])=[O:68])[CH2:79][CH2:78]3)[CH:13]=[C:14]1[C:20]([F:23])([F:21])[F:22])=[S+:9]2, predict the reactants needed to synthesize it. The reactants are: [I-:1].[I-:1].[I-:1].[CH3:4][N:5]([CH3:24])[C:6]1[CH:7]=[C:8]2[C:17](=[CH:18][CH:19]=1)[N:16]=[C:15]1[C:10]([CH:11]=[CH:12][CH:13]=[C:14]1[C:20]([F:23])([F:22])[F:21])=[S+:9]2.[CH3:4][N:5]([C:6]1[CH:7]=[C:8]2[C:17](=[CH:18][CH:19]=1)[N:16]=[C:15]1[C:10]([CH:11]=[CH:12][CH:13]=[C:14]1[C:20]([F:23])([F:22])[F:21])=[S+:9]2)[CH3:24].[CH3:4][N:5]([C:6]1[CH:7]=[C:8]2[C:17](=[CH:18][CH:19]=1)[N:16]=[C:15]1[C:10]([CH:11]=[CH:12][CH:13]=[C:14]1[C:20]([F:23])([F:22])[F:21])=[S+:9]2)[CH3:24].[C:67]([N:74]1[CH2:79][CH2:78][NH:77][CH2:76][CH2:75]1)([O:69][C:70]([CH3:73])([CH3:72])[CH3:71])=[O:68]. (5) Given the product [Cl:1][C:2]1[CH:18]=[CH:17][C:5]2[CH2:6][CH2:7][N:8]([C:11](=[O:16])[C:12]([F:15])([F:14])[F:13])[CH2:9][CH2:10][C:4]=2[C:3]=1[N:35]1[CH2:34][CH:33]([O:32][Si:31]([C:27]([CH3:30])([CH3:29])[CH3:28])([CH3:37])[CH3:38])[CH2:36]1, predict the reactants needed to synthesize it. The reactants are: [Cl:1][C:2]1[CH:18]=[CH:17][C:5]2[CH2:6][CH2:7][N:8]([C:11](=[O:16])[C:12]([F:15])([F:14])[F:13])[CH2:9][CH2:10][C:4]=2[C:3]=1OS(C(F)(F)F)(=O)=O.[C:27]([Si:31]([CH3:38])([CH3:37])[O:32][CH:33]1[CH2:36][NH:35][CH2:34]1)([CH3:30])([CH3:29])[CH3:28].C1C=CC(P(C2C(C3C(P(C4C=CC=CC=4)C4C=CC=CC=4)=CC=C4C=3C=CC=C4)=C3C(C=CC=C3)=CC=2)C2C=CC=CC=2)=CC=1.C(=O)([O-])[O-].[Cs+].[Cs+]. (6) Given the product [F:13][C:14]1[CH:22]=[CH:21][C:20]([CH:23]=[O:24])=[CH:19][C:15]=1[C:16]([N:1]1[CH2:5][CH2:4][C@@H:3]([NH:6][C:7]2[N:8]=[N:9][CH:10]=[CH:11][CH:12]=2)[CH2:2]1)=[O:17], predict the reactants needed to synthesize it. The reactants are: [NH:1]1[CH2:5][CH2:4][C@@H:3]([NH:6][C:7]2[N:8]=[N:9][CH:10]=[CH:11][CH:12]=2)[CH2:2]1.[F:13][C:14]1[CH:22]=[CH:21][C:20]([CH:23]=[O:24])=[CH:19][C:15]=1[C:16](O)=[O:17].F[P-](F)(F)(F)(F)F.N1(OC(N(C)C)=[N+](C)C)C2C=CC=CC=2N=N1.C(N(CC)C(C)C)(C)C. (7) Given the product [CH3:1][N:2]1[CH:6]=[C:5]([CH2:7][C:8]([OH:10])=[O:9])[C:4]([O:11][CH2:12][C:13]2[CH:14]=[CH:15][C:16]([O:19][CH2:20][CH2:21][C:22]3[N:23]=[C:24]([C:28]4[CH:29]=[CH:30][CH:31]=[CH:32][CH:33]=4)[O:25][C:26]=3[CH3:27])=[CH:17][CH:18]=2)=[N:3]1, predict the reactants needed to synthesize it. The reactants are: [CH3:1][N:2]1[CH:6]=[C:5]([CH2:7][C:8]([O-:10])=[O:9])[C:4]([O:11][CH2:12][C:13]2[CH:18]=[CH:17][C:16]([O:19][CH2:20][CH2:21][C:22]3[N:23]=[C:24]([C:28]4[CH:33]=[CH:32][CH:31]=[CH:30][CH:29]=4)[O:25][C:26]=3[CH3:27])=[CH:15][CH:14]=2)=[N:3]1.[OH-].[Na+].O1CCCC1.Cl. (8) Given the product [CH3:43][N:42]([CH3:44])[CH2:41][CH2:40][O:39][C:36]1[CH:37]=[CH:38][C:33]([NH:32][C:2]2[N:7]=[C:6]([C:8]3[S:12][C:11]([CH3:13])=[N:10][C:9]=3[C:14]3[CH:15]=[C:16]([NH:20][C:21](=[O:30])[C:22]4[C:23]([F:29])=[CH:24][CH:25]=[CH:26][C:27]=4[F:28])[CH:17]=[CH:18][CH:19]=3)[CH:5]=[CH:4][N:3]=2)=[CH:34][C:35]=1[F:45], predict the reactants needed to synthesize it. The reactants are: Cl[C:2]1[N:7]=[C:6]([C:8]2[S:12][C:11]([CH3:13])=[N:10][C:9]=2[C:14]2[CH:15]=[C:16]([NH:20][C:21](=[O:30])[C:22]3[C:27]([F:28])=[CH:26][CH:25]=[CH:24][C:23]=3[F:29])[CH:17]=[CH:18][CH:19]=2)[CH:5]=[CH:4][N:3]=1.Cl.[NH2:32][C:33]1[CH:38]=[CH:37][C:36]([O:39][CH2:40][CH2:41][N:42]([CH3:44])[CH3:43])=[C:35]([F:45])[CH:34]=1. (9) Given the product [N+:1]([C:4]1[CH2:9][N:8]([OH:23])[C:7]2[CH2:10][CH2:11][CH2:12][CH2:13][CH2:14][C:6]=2[CH:5]=1)([O-:3])=[O:2], predict the reactants needed to synthesize it. The reactants are: [N+:1]([C:4]1[CH:5]=[C:6]2[CH2:14][CH2:13][CH2:12][CH2:11][CH2:10][C:7]2=[N:8][CH:9]=1)([O-:3])=[O:2].C1C=C(Cl)C=C(C(OO)=[O:23])C=1.C(OC(C)C)(C)C. (10) Given the product [ClH:28].[CH2:1]([O:4][C:5]([C:7]1[CH:8]=[C:9]([CH2:13][O:14][CH2:15][C@@H:16]([C:18]([NH2:20])=[O:19])[NH2:17])[CH:10]=[CH:11][CH:12]=1)=[O:6])[CH:2]=[CH2:3], predict the reactants needed to synthesize it. The reactants are: [CH2:1]([O:4][C:5]([C:7]1[CH:8]=[C:9]([CH2:13][O:14][CH2:15][C@@H:16]([C:18]([NH:20]C(OC(C)(C)C)=O)=[O:19])[NH2:17])[CH:10]=[CH:11][CH:12]=1)=[O:6])[CH:2]=[CH2:3].[ClH:28].